The task is: Predict the reaction yield, written as a fraction of the theoretical maximum amount of product (1.0 means a 100% yield; for example, 0.34 means a 34% yield).. This data is from Reaction yield outcomes from USPTO patents with 853,638 reactions. (1) The reactants are [F:1][C:2]1[CH:8]=[CH:7][C:5]([NH2:6])=[CH:4][CH:3]=1.[CH:9]([O:11][CH2:12][CH3:13])=[O:10].C1(C)C(S([CH2:23][N+:24]#[C-:25])(=O)=O)=CC=CC=1.[CH2:27](O)C. No catalyst specified. The product is [F:1][C:2]1[CH:8]=[CH:7][C:5]([N:6]2[C:27]([C:9]([O:11][CH2:12][CH3:13])=[O:10])=[CH:23][N:24]=[CH:25]2)=[CH:4][CH:3]=1. The yield is 0.850. (2) The reactants are [Cl:1]N1C(=O)CCC1=O.C(O)(=O)C.[CH2:13]([NH:15][C:16](=[O:18])[O-:17])[CH3:14].[CH3:19][O:20][C:21]1[CH:22]=[CH:23][C:24]2[CH:25]([CH3:33])[CH:26]3[CH2:30][NH:29][CH2:28][CH:27]3[C:31]=2[CH:32]=1. The catalyst is ClCCCl.C(Cl)Cl. The product is [CH2:13]([NH:15][C:16](=[O:17])[O-:18])[CH3:14].[Cl:1][C:32]1[C:31]2[CH:27]3[CH2:28][NH:29][CH2:30][CH:26]3[CH:25]([CH3:33])[C:24]=2[CH:23]=[CH:22][C:21]=1[O:20][CH3:19]. The yield is 0.0600. (3) The reactants are [CH2:1]([O:3][C:4](=[O:23])[CH2:5][CH:6]1[CH2:11][CH2:10][CH:9]([CH:12]2[CH2:17][CH2:16][CH:15]([CH2:18][CH2:19][CH2:20][CH2:21][CH3:22])[CH2:14][CH2:13]2)[CH2:8][CH2:7]1)C.C([N-]C(C)C)(C)C.[Li+].CN(C)P(N(C)C)(N(C)C)=O.[C:43](Cl)(=[O:46])[O:44]C.[Cl-].[NH4+]. The catalyst is O1CCCC1. The product is [CH3:1][O:3][C:4](=[O:23])[CH:5]([CH:6]1[CH2:11][CH2:10][CH:9]([CH:12]2[CH2:17][CH2:16][CH:15]([CH2:18][CH2:19][CH2:20][CH2:21][CH3:22])[CH2:14][CH2:13]2)[CH2:8][CH2:7]1)[C:43]([OH:46])=[O:44]. The yield is 0.559. (4) The reactants are [CH3:1][C@H:2]1[C:10]2[C:9](O)=[N:8][CH:7]=[N:6][C:5]=2[CH2:4][CH2:3]1.O=P(Cl)(Cl)[Cl:14]. No catalyst specified. The product is [Cl:14][C:9]1[C:10]2[C@H:2]([CH3:1])[CH2:3][CH2:4][C:5]=2[N:6]=[CH:7][N:8]=1. The yield is 0.490. (5) The reactants are [NH:1]1[C:5]2=[N:6][CH:7]=[C:8]([NH2:10])[CH:9]=[C:4]2[CH:3]=[CH:2]1.[Cl:11][C:12]1[C:20]([NH:21][S:22]([CH2:25][CH2:26][CH3:27])(=[O:24])=[O:23])=[CH:19][CH:18]=[C:17]([F:28])[C:13]=1[C:14](O)=[O:15].Cl.CN(C)CCCN=C=NCC.ON1C2C=CC=CC=2N=N1. The catalyst is CN(C)C=O.C(OCC)(=O)C. The product is [Cl:11][C:12]1[C:20]([NH:21][S:22]([CH2:25][CH2:26][CH3:27])(=[O:23])=[O:24])=[CH:19][CH:18]=[C:17]([F:28])[C:13]=1[C:14]([NH:10][C:8]1[CH:9]=[C:4]2[CH:3]=[CH:2][NH:1][C:5]2=[N:6][CH:7]=1)=[O:15]. The yield is 0.254. (6) The reactants are Br[C:2]1[CH:7]=[CH:6][CH:5]=[CH:4][C:3]=1[O:8][CH3:9].Cl.[CH:11]1([C:14]2[N:23]=[C:22]([N:24]3[CH2:29][CH2:28][NH:27][CH2:26][CH:25]3[CH3:30])[C:21]3[C:16](=[CH:17][C:18]([O:33][CH3:34])=[C:19]([O:31][CH3:32])[CH:20]=3)[N:15]=2)[CH2:13][CH2:12]1.C(O[Na])(C)(C)C.C1C=CC(P(C2C(C3C(P(C4C=CC=CC=4)C4C=CC=CC=4)=CC=C4C=3C=CC=C4)=C3C(C=CC=C3)=CC=2)C2C=CC=CC=2)=CC=1. The catalyst is C1(C)C=CC=CC=1.C1C=CC(/C=C/C(/C=C/C2C=CC=CC=2)=O)=CC=1.C1C=CC(/C=C/C(/C=C/C2C=CC=CC=2)=O)=CC=1.C1C=CC(/C=C/C(/C=C/C2C=CC=CC=2)=O)=CC=1.[Pd].[Pd]. The product is [CH:11]1([C:14]2[N:23]=[C:22]([N:24]3[CH2:29][CH2:28][N:27]([C:2]4[CH:7]=[CH:6][CH:5]=[CH:4][C:3]=4[O:8][CH3:9])[CH2:26][CH:25]3[CH3:30])[C:21]3[C:16](=[CH:17][C:18]([O:33][CH3:34])=[C:19]([O:31][CH3:32])[CH:20]=3)[N:15]=2)[CH2:12][CH2:13]1. The yield is 0.250.